This data is from Forward reaction prediction with 1.9M reactions from USPTO patents (1976-2016). The task is: Predict the product of the given reaction. (1) Given the reactants [Br:1][C:2]1[N:7]=[C:6]([NH2:8])[CH:5]=[CH:4][CH:3]=1.C(N(CC)CC)C.[C:16](Cl)(=[O:21])[C:17]([CH3:20])([CH3:19])[CH3:18].O, predict the reaction product. The product is: [Br:1][C:2]1[N:7]=[C:6]([NH:8][C:16](=[O:21])[C:17]([CH3:20])([CH3:19])[CH3:18])[CH:5]=[CH:4][CH:3]=1. (2) Given the reactants [CH2:1]([C:3]([C:21]1[CH:26]=[CH:25][C:24]([OH:27])=[C:23]([CH3:28])[CH:22]=1)([C:6]1[CH:11]=[CH:10][C:9]([CH2:12][CH2:13][CH:14]([OH:19])[C:15]([CH3:18])([CH3:17])[CH3:16])=[C:8]([CH3:20])[CH:7]=1)[CH2:4][CH3:5])[CH3:2].Br[CH2:30][CH2:31][CH2:32][CH2:33][CH2:34][CH2:35][N:36]1[C:40](=[O:41])[C:39]2=[CH:42][CH:43]=[CH:44][CH:45]=[C:38]2[C:37]1=[O:46], predict the reaction product. The product is: [CH2:1]([C:3]([C:21]1[CH:26]=[CH:25][C:24]([O:27][CH2:30][CH2:31][CH2:32][CH2:33][CH2:34][CH2:35][N:36]2[C:37](=[O:46])[C:38]3[C:39](=[CH:42][CH:43]=[CH:44][CH:45]=3)[C:40]2=[O:41])=[C:23]([CH3:28])[CH:22]=1)([C:6]1[CH:11]=[CH:10][C:9]([CH2:12][CH2:13][CH:14]([OH:19])[C:15]([CH3:17])([CH3:18])[CH3:16])=[C:8]([CH3:20])[CH:7]=1)[CH2:4][CH3:5])[CH3:2]. (3) Given the reactants [N:1]1[CH:6]=[CH:5][CH:4]=[CH:3][C:2]=1[C:7]1[CH:8]=[N:9][C:10]([N:13]2[C:21]3[C:16](=[CH:17][CH:18]=[C:19]([C:22]([O:24]C)=[O:23])[CH:20]=3)[C:15]3([CH2:27][CH2:26]3)[CH2:14]2)=[N:11][CH:12]=1.[Li+].[OH-], predict the reaction product. The product is: [N:1]1[CH:6]=[CH:5][CH:4]=[CH:3][C:2]=1[C:7]1[CH:8]=[N:9][C:10]([N:13]2[C:21]3[C:16](=[CH:17][CH:18]=[C:19]([C:22]([OH:24])=[O:23])[CH:20]=3)[C:15]3([CH2:26][CH2:27]3)[CH2:14]2)=[N:11][CH:12]=1. (4) Given the reactants [NH2:1][C:2]1[NH:3][C:4](=S)[C:5]2[S:10][C:9](=[S:11])[N:8]([C@@H:12]3[O:24][C@H:23]([CH2:25][O:26]C(=O)C)[C@H:18]([O:19]C(=O)C)[C@H:13]3[O:14]C(=O)C)[C:6]=2[N:7]=1.C([O-])([O-])=O.[K+].[K+].CC(O)=O, predict the reaction product. The product is: [NH2:1][C:2]1[N:3]=[CH:4][C:5]2[S:10][C:9](=[S:11])[N:8]([C@@H:12]3[O:24][C@H:23]([CH2:25][OH:26])[C@H:18]([OH:19])[C@H:13]3[OH:14])[C:6]=2[N:7]=1. (5) Given the reactants [C:1]([O:5][C:6]([NH:8][C@H:9]1[CH2:13][CH2:12][N:11]([C:14]2[CH:22]=[CH:21][C:17]([C:18](O)=[O:19])=[CH:16][CH:15]=2)[CH2:10]1)=[O:7])([CH3:4])([CH3:3])[CH3:2].F[P-](F)(F)(F)(F)F.N1(O[P+](N(C)C)(N(C)C)N(C)C)[C:34]2[CH:35]=[CH:36][CH:37]=[CH:38][C:33]=2N=N1.Br[C:51]1[CH:56]=[CH:55][C:54]([NH:57][C:58](=[O:64])[O:59][C:60]([CH3:63])([CH3:62])[CH3:61])=[C:53]([N+:65]([O-])=O)[CH:52]=1, predict the reaction product. The product is: [C:1]([O:5][C:6]([NH:8][C@H:9]1[CH2:13][CH2:12][N:11]([C:14]2[CH:15]=[CH:16][C:17]([C:18]([NH:65][C:53]3[CH:52]=[C:51]([C:33]4[CH:38]=[CH:37][CH:36]=[CH:35][CH:34]=4)[CH:56]=[CH:55][C:54]=3[NH:57][C:58](=[O:64])[O:59][C:60]([CH3:63])([CH3:62])[CH3:61])=[O:19])=[CH:21][CH:22]=2)[CH2:10]1)=[O:7])([CH3:2])([CH3:4])[CH3:3]. (6) Given the reactants OO.C(OC(C(F)(F)F)=O)(C(F)(F)F)=[O:4].[CH3:16][CH:17]1[CH2:22][CH2:21][CH2:20][CH:19]([CH3:23])[N:18]1[CH2:24][CH2:25][NH:26][C:27]1[N:28]=[N+:29]([O-:40])[C:30]2[CH:39]=[C:38]3[C:34]([CH2:35][CH2:36][CH2:37]3)=[CH:33][C:31]=2[N:32]=1.C(O)(C(F)(F)F)=O, predict the reaction product. The product is: [CH3:16][CH:17]1[CH2:22][CH2:21][CH2:20][CH:19]([CH3:23])[N:18]1[CH2:24][CH2:25][NH:26][C:27]1[N:28]=[N+:29]([O-:40])[C:30]2[CH:39]=[C:38]3[C:34]([CH2:35][CH2:36][CH2:37]3)=[CH:33][C:31]=2[N+:32]=1[O-:4]. (7) Given the reactants [Cl:1][C:2]1[CH:7]=[CH:6][N:5]=[C:4]([C@@H:8]([NH:12][S@](C(C)(C)C)=O)[CH2:9][CH:10]=[CH2:11])[CH:3]=1.Cl.CCN(CC)CC.[CH3:27][C:28]([O:31][C:32](O[C:32]([O:31][C:28]([CH3:30])([CH3:29])[CH3:27])=[O:33])=[O:33])([CH3:30])[CH3:29], predict the reaction product. The product is: [Cl:1][C:2]1[CH:7]=[CH:6][N:5]=[C:4]([C@@H:8]([NH:12][C:32](=[O:33])[O:31][C:28]([CH3:30])([CH3:29])[CH3:27])[CH2:9][CH:10]=[CH2:11])[CH:3]=1.